From a dataset of Full USPTO retrosynthesis dataset with 1.9M reactions from patents (1976-2016). Predict the reactants needed to synthesize the given product. (1) The reactants are: F[C:2]1[CH:16]=[CH:15][C:5]([C:6]([C:8]2[CH:13]=[CH:12][CH:11]=[C:10]([CH3:14])[N:9]=2)=[O:7])=[CH:4][CH:3]=1.[N-:17]=[N+]=[N-].[Na+].O. Given the product [NH2:17][C:2]1[CH:16]=[CH:15][C:5]([CH:6]([C:8]2[CH:13]=[CH:12][CH:11]=[C:10]([CH3:14])[N:9]=2)[OH:7])=[CH:4][CH:3]=1, predict the reactants needed to synthesize it. (2) Given the product [N:11]1[CH:12]=[CH:13][C:8]([C:5]2[N:4]=[N:3][C:2]([N:23]3[CH2:24][CH2:25][CH:20]([N:14]4[CH2:19][CH2:18][CH2:17][CH2:16][CH2:15]4)[CH2:21][CH2:22]3)=[CH:7][CH:6]=2)=[CH:9][CH:10]=1, predict the reactants needed to synthesize it. The reactants are: Cl[C:2]1[N:3]=[N:4][C:5]([C:8]2[CH:13]=[CH:12][N:11]=[CH:10][CH:9]=2)=[CH:6][CH:7]=1.[N:14]1([CH:20]2[CH2:25][CH2:24][NH:23][CH2:22][CH2:21]2)[CH2:19][CH2:18][CH2:17][CH2:16][CH2:15]1. (3) Given the product [Cl:1][C:2]1[CH:32]=[CH:31][CH:30]=[C:29]([Cl:33])[C:3]=1[C:4]([NH:6][C@H:7]([C:26]([OH:28])=[O:27])[CH2:8][C:9]1[CH:14]=[CH:13][C:12]([O:15][CH2:16][CH2:17][C:18]2[CH:23]=[CH:22][CH:21]=[C:20]([N:24]([CH3:34])[CH3:25])[N:19]=2)=[CH:11][CH:10]=1)=[O:5], predict the reactants needed to synthesize it. The reactants are: [Cl:1][C:2]1[CH:32]=[CH:31][CH:30]=[C:29]([Cl:33])[C:3]=1[C:4]([NH:6][C@H:7]([C:26]([OH:28])=[O:27])[CH2:8][C:9]1[CH:14]=[CH:13][C:12]([O:15][CH2:16][CH2:17][C:18]2[CH:23]=[CH:22][CH:21]=[C:20]([NH:24][CH3:25])[N:19]=2)=[CH:11][CH:10]=1)=[O:5].[C:34](O)(=O)C.C=O.[BH-](OC(C)=O)(OC(C)=O)OC(C)=O.[Na+]. (4) Given the product [Cl:8][C:6]1[N:7]=[C:2]([NH:40][C:39]2[CH:41]=[CH:42][CH:43]=[C:37]([N+:34]([O-:36])=[O:35])[CH:38]=2)[N:3]=[C:4]([C:9]2[S:13][C:12]([N:14]([CH3:22])[C:15](=[O:21])[O:16][C:17]([CH3:18])([CH3:19])[CH3:20])=[N:11][C:10]=2[C:23]2[CH:24]=[CH:25][CH:26]=[CH:27][CH:28]=2)[N:5]=1, predict the reactants needed to synthesize it. The reactants are: Cl[C:2]1[N:7]=[C:6]([Cl:8])[N:5]=[C:4]([C:9]2[S:13][C:12]([N:14]([CH3:22])[C:15](=[O:21])[O:16][C:17]([CH3:20])([CH3:19])[CH3:18])=[N:11][C:10]=2[C:23]2[CH:28]=[CH:27][CH:26]=[CH:25][CH:24]=2)[N:3]=1.C([O-])(O)=O.[Na+].[N+:34]([C:37]1[CH:38]=[C:39]([CH:41]=[CH:42][CH:43]=1)[NH2:40])([O-:36])=[O:35]. (5) The reactants are: [NH:1]([C:13]([O:15][C:16]([CH3:19])([CH3:18])[CH3:17])=[O:14])[C@H:2]([C:10](O)=[O:11])[CH2:3][C:4]1[CH:9]=[CH:8][CH:7]=[CH:6][CH:5]=1.Cl.CNOC.C(S(C=C)(=O)=O)=C.[NH:32]([C:47]([O:49][C:50]([CH3:53])([CH3:52])[CH3:51])=[O:48])[C@H:33]([C:41]([N:43]([CH3:46])[O:44][CH3:45])=[O:42])[CH2:34][C:35]1[CH:40]=[CH:39][CH:38]=[CH:37][CH:36]=1.[H-].[Al+3].[Li+].[H-].[H-].[H-]. Given the product [NH:32]([C:47]([O:49][C:50]([CH3:53])([CH3:52])[CH3:51])=[O:48])[C@H:33]([C:41]([N:43]([CH3:46])[O:44][CH3:45])=[O:42])[CH2:34][C:35]1[CH:40]=[CH:39][CH:38]=[CH:37][CH:36]=1.[C:16]([O:15][C:13]([NH:1][CH:2]([CH2:3][C:4]1[CH:5]=[CH:6][CH:7]=[CH:8][CH:9]=1)[CH:10]=[O:11])=[O:14])([CH3:19])([CH3:17])[CH3:18], predict the reactants needed to synthesize it. (6) Given the product [CH3:16][O:15][C:12]1[CH:13]=[CH:14][C:9]([O:8][C:6]2[CH:7]=[C:2]([N:30]3[CH2:31][CH2:32][C:28]4([NH:24][CH2:25][CH2:26][CH2:27]4)[CH2:29]3)[CH:3]=[N:4][CH:5]=2)=[CH:10][CH:11]=1, predict the reactants needed to synthesize it. The reactants are: Br[C:2]1[CH:3]=[N:4][CH:5]=[C:6]([O:8][C:9]2[CH:14]=[CH:13][C:12]([O:15][CH3:16])=[CH:11][CH:10]=2)[CH:7]=1.C([N:24]1[C:28]2([CH2:32][CH2:31][N:30](C3C=NC=CC=3)[CH2:29]2)[CH2:27][CH2:26][CH2:25]1)C1C=CC=CC=1.CC(C)([O-])C.[Na+].C1(P(C2C=CC=CC=2)C2C=CC3C(=CC=CC=3)C=2C2C3C(=CC=CC=3)C=CC=2P(C2C=CC=CC=2)C2C=CC=CC=2)C=CC=CC=1.